This data is from Retrosynthesis with 50K atom-mapped reactions and 10 reaction types from USPTO. The task is: Predict the reactants needed to synthesize the given product. (1) Given the product CSc1cc(O)ccc1N, predict the reactants needed to synthesize it. The reactants are: CSc1cc(O)ccc1[N+](=O)[O-]. (2) The reactants are: COc1ccccc1C(=O)c1cccc(C#N)c1. Given the product N#Cc1cccc(C(=O)c2ccccc2O)c1, predict the reactants needed to synthesize it. (3) The reactants are: C=CC(C)(C)C(O)c1c(C)noc1-c1ccc(-c2ccc(C3(C(=O)OCC)CC3)cc2)cc1.Ic1ccccc1. Given the product CCOC(=O)C1(c2ccc(-c3ccc(-c4onc(C)c4C(O)C(C)(C)/C=C/c4ccccc4)cc3)cc2)CC1, predict the reactants needed to synthesize it. (4) Given the product Brc1ccc(-c2ccc3ccccc3c2)cc1, predict the reactants needed to synthesize it. The reactants are: Brc1ccc(I)cc1.Brc1ccc2ccccc2c1.